From a dataset of Reaction yield outcomes from USPTO patents with 853,638 reactions. Predict the reaction yield, written as a fraction of the theoretical maximum amount of product (1.0 means a 100% yield; for example, 0.34 means a 34% yield). (1) The reactants are Cl[C:2]1[C:7]([C:8]#[N:9])=[CH:6][N:5]=[C:4]([S:10][CH3:11])[N:3]=1.[CH:12]1([C:15]([NH2:18])([CH3:17])[CH3:16])[CH2:14][CH2:13]1.CCN(C(C)C)C(C)C.O. The catalyst is CN(C=O)C. The product is [CH:12]1([C:15]([NH:18][C:2]2[C:7]([C:8]#[N:9])=[CH:6][N:5]=[C:4]([S:10][CH3:11])[N:3]=2)([CH3:17])[CH3:16])[CH2:14][CH2:13]1. The yield is 0.660. (2) The reactants are [C:1]1([CH3:12])[C:2]([C:7]([O:9][CH2:10][CH3:11])=[O:8])=[CH:3][CH:4]=[CH:5][CH:6]=1.C1C(=O)N([Br:20])C(=O)C1. The catalyst is C(Cl)(Cl)(Cl)Cl.C(OOC(=O)C1C=CC=CC=1)(=O)C1C=CC=CC=1. The product is [Br:20][CH2:12][C:1]1[CH:6]=[CH:5][CH:4]=[CH:3][C:2]=1[C:7]([O:9][CH2:10][CH3:11])=[O:8]. The yield is 0.990. (3) The reactants are [Cl:1][C:2]1[CH:10]=[CH:9][C:8]2[N:7]([CH2:11][C:12]([O:14][CH2:15][CH3:16])=[O:13])[C:6]3[CH2:17][CH2:18][N:19]([CH3:21])[CH2:20][C:5]=3[C:4]=2[CH:3]=1.[CH3:22]C(O)C. No catalyst specified. The product is [Cl:1][C:2]1[CH:10]=[CH:9][C:8]2[N:7]([CH2:11][C:12]([O:14][CH:15]([CH3:22])[CH3:16])=[O:13])[C:6]3[CH2:17][CH2:18][N:19]([CH3:21])[CH2:20][C:5]=3[C:4]=2[CH:3]=1. The yield is 0.100. (4) The reactants are [F:1][C:2]([F:26])([F:25])[O:3][C:4]1[CH:9]=[CH:8][C:7]([N:10]2[CH:14]=[N:13][C:12]([C:15]3[CH:20]=[CH:19][C:18]([CH2:21][CH2:22][CH2:23][NH2:24])=[CH:17][CH:16]=3)=[N:11]2)=[CH:6][CH:5]=1.[C:27](=[O:30])(O)[O-].[Na+].ClC(Cl)(OC(=O)OC(Cl)(Cl)Cl)Cl.C(=O)([O-])[O-].[Cs+].[Cs+].[CH:50]([C:53]1[CH:58]=[CH:57][C:56]([CH3:59])=[CH:55][C:54]=1[NH:60][C:61]([NH2:63])=[S:62])([CH3:52])[CH3:51]. The catalyst is ClCCl.C(OCC)(=O)C.O. The product is [CH:50]([C:53]1[CH:58]=[CH:57][C:56]([CH3:59])=[CH:55][C:54]=1[NH:60][C:61]([NH:63][C:27]([NH:24][CH2:23][CH2:22][CH2:21][C:18]1[CH:19]=[CH:20][C:15]([C:12]2[N:13]=[CH:14][N:10]([C:7]3[CH:6]=[CH:5][C:4]([O:3][C:2]([F:1])([F:25])[F:26])=[CH:9][CH:8]=3)[N:11]=2)=[CH:16][CH:17]=1)=[O:30])=[S:62])([CH3:52])[CH3:51]. The yield is 0.380. (5) The reactants are [P:1]([O:39]C)([O:37]C)([O:3][CH2:4][CH2:5][C@@H:6]([NH:23][C:24]([C:26]1[CH:31]=[CH:30][C:29]([O:32][CH:33]([CH3:35])[CH3:34])=[C:28]([Cl:36])[CH:27]=1)=[O:25])[CH2:7][C:8]1[CH:13]=[CH:12][C:11]([C:14]2[N:15]=[C:16]([C:20](=[O:22])[CH3:21])[N:17]([CH3:19])[CH:18]=2)=[CH:10][CH:9]=1)=[O:2]. The catalyst is Br.CC(O)=O. The product is [P:1]([OH:37])([OH:39])([O:3][CH2:4][CH2:5][C@@H:6]([NH:23][C:24]([C:26]1[CH:31]=[CH:30][C:29]([O:32][CH:33]([CH3:35])[CH3:34])=[C:28]([Cl:36])[CH:27]=1)=[O:25])[CH2:7][C:8]1[CH:13]=[CH:12][C:11]([C:14]2[N:15]=[C:16]([C:20](=[O:22])[CH3:21])[N:17]([CH3:19])[CH:18]=2)=[CH:10][CH:9]=1)=[O:2]. The yield is 0.190. (6) The catalyst is O1CCCC1. The yield is 0.570. The reactants are [O:1]1[CH2:6][CH2:5][CH2:4][O:3][CH:2]1[C:7]1[CH:8]=[C:9]2[C:14](=[CH:15][CH:16]=1)[NH:13][C:12](=O)[CH2:11][CH2:10]2.[H-].[Al+3].[Li+].[H-].[H-].[H-]. The product is [O:1]1[CH2:6][CH2:5][CH2:4][O:3][CH:2]1[C:7]1[CH:8]=[C:9]2[C:14](=[CH:15][CH:16]=1)[NH:13][CH2:12][CH2:11][CH2:10]2. (7) The reactants are [C:1]1([Li])[CH:6]=[CH:5][CH:4]=[CH:3][CH:2]=1.[CH:8]1[CH:13]=[CH:12][C:11]([C:14]2[CH:27]=[CH:26][N:25]=[C:24]3[C:15]=2[CH:16]=[CH:17][C:18]2[C:23]3=[N:22][CH:21]=[CH:20][C:19]=2[C:28]2[CH:33]=[CH:32][CH:31]=[CH:30][CH:29]=2)=[CH:10][CH:9]=1.O. The catalyst is C1(C)C=CC=CC=1.C1COCC1. The product is [C:1]1([C:21]2[CH:20]=[C:19]([C:28]3[CH:33]=[CH:32][CH:31]=[CH:30][CH:29]=3)[C:18]3[C:23](=[C:24]4[C:15](=[CH:16][CH:17]=3)[C:14]([C:11]3[CH:10]=[CH:9][CH:8]=[CH:13][CH:12]=3)=[CH:27][C:26]([C:1]3[CH:6]=[CH:5][CH:4]=[CH:3][CH:2]=3)=[N:25]4)[N:22]=2)[CH:6]=[CH:5][CH:4]=[CH:3][CH:2]=1. The yield is 0.900. (8) The reactants are OC1C=CC(C2C3C=CC(O)=CC=3ON=2)=C(C)C=1.C([Li])CCC.[F:24][C:25]1[CH:30]=[C:29]([O:31][CH3:32])[CH:28]=[CH:27][C:26]=1[C:33]([C:35]1[CH:40]=[CH:39][C:38]([O:41][CH3:42])=[CH:37][C:36]=1[CH3:43])=[O:34].BrC1C=CC(OC)=CC=1C.FC1C=C(OC)C=CC=1C=O. The catalyst is C1COCC1. The product is [F:24][C:25]1[CH:30]=[C:29]([O:31][CH3:32])[CH:28]=[CH:27][C:26]=1[CH:33]([C:35]1[CH:40]=[CH:39][C:38]([O:41][CH3:42])=[CH:37][C:36]=1[CH3:43])[OH:34]. The yield is 0.780. (9) The reactants are [NH:1]1[C:9]2[C:4](=[CH:5][CH:6]=[CH:7][CH:8]=2)[CH:3]=[N:2]1.[CH3:10][O:11][C:12]1[CH:17]=[CH:16][C:15](B(O)O)=[CH:14][CH:13]=1.C(N(CC)CC)C. The catalyst is C(Cl)Cl.O. The product is [CH3:10][O:11][C:12]1[CH:17]=[CH:16][C:15]([N:1]2[C:9]3[C:4](=[CH:5][CH:6]=[CH:7][CH:8]=3)[CH:3]=[N:2]2)=[CH:14][CH:13]=1. The yield is 0.300.